From a dataset of Full USPTO retrosynthesis dataset with 1.9M reactions from patents (1976-2016). Predict the reactants needed to synthesize the given product. (1) Given the product [F:1][C:2]1[C:7]([F:8])=[C:6]([O:9][CH2:10][CH2:11][N:12]([CH2:14][CH2:15][O:16][CH3:17])[CH3:13])[CH:5]=[CH:4][C:3]=1[CH2:18][NH:19][N:20]([CH3:29])[C:21]1([C:25]([O:27][CH3:28])=[O:26])[CH2:22][CH2:23][CH2:24]1, predict the reactants needed to synthesize it. The reactants are: [F:1][C:2]1[C:7]([F:8])=[C:6]([O:9][CH2:10][CH2:11][N:12]([CH2:14][CH2:15][O:16][CH3:17])[CH3:13])[CH:5]=[CH:4][C:3]=1/[CH:18]=[N:19]/[N:20]([CH3:29])[C:21]1([C:25]([O:27][CH3:28])=[O:26])[CH2:24][CH2:23][CH2:22]1.CS(O)(=O)=O.B.C(C1C=CC(C)=NC=1)C.[OH-].[Na+].P([O-])([O-])([O-])=O.[K+].[K+].[K+]. (2) Given the product [CH3:24][O:25]/[N:26]=[C:6]1/[C:2]([CH3:18])([CH3:1])[CH2:3][N:4]([C:8]([O:10][CH2:11][C:12]2[CH:17]=[CH:16][CH:15]=[CH:14][CH:13]=2)=[O:9])[CH2:5]/1, predict the reactants needed to synthesize it. The reactants are: [CH3:1][C:2]1([CH3:18])[C:6](=O)[CH2:5][N:4]([C:8]([O:10][CH2:11][C:12]2[CH:17]=[CH:16][CH:15]=[CH:14][CH:13]=2)=[O:9])[CH2:3]1.C([O-])(=O)C.[Na+].[CH3:24][O:25][NH3+:26].[Cl-].